This data is from Full USPTO retrosynthesis dataset with 1.9M reactions from patents (1976-2016). The task is: Predict the reactants needed to synthesize the given product. (1) Given the product [C:1]([C:3]1[C:4]2[CH2:24][CH2:23][CH2:22][C:5]=2[S:6][C:7]=1[NH:8][C:9](=[O:21])[CH:10]([CH:11]1[CH2:14][CH2:26][CH2:13][CH2:12]1)[C:15]1[CH:20]=[CH:19][CH:18]=[CH:17][CH:16]=1)#[N:2], predict the reactants needed to synthesize it. The reactants are: [C:1]([C:3]1[C:4]2[CH2:24][CH2:23][CH2:22][C:5]=2[S:6][C:7]=1[NH:8][C:9](=[O:21])[CH:10]([C:15]1[CH:20]=[CH:19][CH:18]=[CH:17][CH:16]=1)[CH:11]([CH3:14])[CH2:12][CH3:13])#[N:2].N[C:26]1SC2CCCC=2C=1C#N. (2) Given the product [OH:4][CH2:5][C@@H:6]1[C@:7]([C@H:17]2[CH2:25][CH2:24][C@@:23]3([CH3:26])[C@@H:19]([CH2:20][CH2:21][C:22]3=[CH2:27])[C@@H:18]2[CH2:28][NH:29][O:30][CH3:31])([CH3:16])[CH2:8][CH2:9][C@H:10]([OH:12])[CH2:11]1, predict the reactants needed to synthesize it. The reactants are: C([O:4][CH2:5][C@H:6]1[CH2:11][C@@H:10]([O:12]C(=O)C)[CH2:9][CH2:8][C@@:7]1([C@H:17]1[CH2:25][CH2:24][C@@:23]2([CH3:26])[C@@H:19]([CH2:20][CH2:21][C:22]2=[CH2:27])[C@@H:18]1[CH2:28][NH:29][O:30][CH3:31])[CH3:16])(=O)C.C(=O)([O-])[O-].[K+].[K+]. (3) Given the product [CH3:1][N:2]1[CH2:18][C:16]2[CH:15]=[CH:14][C:13]([O:19][CH3:20])=[C:12]3[C:17]=2[C@:5]2([C@@H:10]([O:11]3)[CH2:9][C@@H:8]([OH:21])[CH:7]=[CH:6]2)[CH2:4][CH2:3]1, predict the reactants needed to synthesize it. The reactants are: [CH3:1][N:2]1[CH2:18][C:16]2=[C:17]3[C:12](=[C:13]([O:19][CH3:20])[CH:14]=[CH:15]2)[O:11][C@@H:10]2[C@:5]3([CH:6]=[CH:7][C@H:8]([OH:21])[CH2:9]2)[CH2:4][CH2:3]1.Br.C(=O)([O-])[O-].[Na+].[Na+]. (4) Given the product [S:32]1[CH:36]=[CH:35][C:34]2[CH:37]=[C:38]([C:2]3[C:7]([CH:8]([CH2:13][CH2:14][CH3:15])[C:9]([O:11][CH3:12])=[O:10])=[C:6]([CH3:16])[N:5]=[C:4]([C:17]4[CH:22]=[CH:21][CH:20]=[CH:19][CH:18]=4)[N:3]=3)[CH:39]=[CH:40][C:33]1=2, predict the reactants needed to synthesize it. The reactants are: Cl[C:2]1[C:7]([CH:8]([CH2:13][CH2:14][CH3:15])[C:9]([O:11][CH3:12])=[O:10])=[C:6]([CH3:16])[N:5]=[C:4]([C:17]2[CH:22]=[CH:21][CH:20]=[CH:19][CH:18]=2)[N:3]=1.C(N(CC)C(C)C)(C)C.[S:32]1[CH:36]=[CH:35][C:34]2[CH:37]=[C:38](B3OC(C)(C)C(C)(C)O3)[CH:39]=[CH:40][C:33]1=2.